Dataset: Full USPTO retrosynthesis dataset with 1.9M reactions from patents (1976-2016). Task: Predict the reactants needed to synthesize the given product. (1) Given the product [Cl:19][C:17]1[CH:16]=[CH:15][C:14]2[N:8]([CH2:7][C:6]([CH3:47])([CH3:46])[CH2:5][OH:4])[C:9](=[O:45])[C@@H:10]([CH2:30][C:31]([NH:33][C:34]3[CH:44]=[CH:43][C:37]([C:38]([OH:40])=[O:39])=[CH:36][CH:35]=3)=[O:32])[O:11][C@H:12]([C:20]3[CH:25]=[CH:24][CH:23]=[C:22]([O:26][CH3:27])[C:21]=3[O:28][CH3:29])[C:13]=2[CH:18]=1, predict the reactants needed to synthesize it. The reactants are: C([O:4][CH2:5][C:6]([CH3:47])([CH3:46])[CH2:7][N:8]1[C:14]2[CH:15]=[CH:16][C:17]([Cl:19])=[CH:18][C:13]=2[C@@H:12]([C:20]2[CH:25]=[CH:24][CH:23]=[C:22]([O:26][CH3:27])[C:21]=2[O:28][CH3:29])[O:11][C@H:10]([CH2:30][C:31]([NH:33][C:34]2[CH:44]=[CH:43][C:37]([C:38]([O:40]CC)=[O:39])=[CH:36][CH:35]=2)=[O:32])[C:9]1=[O:45])(=O)C.[OH-].[Na+].C(O)C. (2) Given the product [C:1]([C:3]1([NH:31][C:34](=[O:19])[O:42][C:38]([CH3:41])([CH3:40])[CH3:39])[CH2:4][CH2:5][O:6][CH2:7][CH2:8]1)#[N:2], predict the reactants needed to synthesize it. The reactants are: [C:1]([C:3]1(C(O)=O)[CH2:8][CH2:7][O:6][CH2:5][CH2:4]1)#[N:2].C1C=CC(P(N=[N+]=[N-])(C2C=CC=CC=2)=[O:19])=CC=1.C([N:31]([CH2:34]C)CC)C.[Cl-].[Na+].[C:38]([OH:42])([CH3:41])([CH3:40])[CH3:39]. (3) The reactants are: [Br:1][C:2]1[NH:3][C:4]2[C:9]([C:10]=1[CH:11]1[CH2:16][CH2:15][CH2:14][CH2:13][CH2:12]1)=[CH:8][CH:7]=[C:6]([C:17]([O:19][CH3:20])=[O:18])[CH:5]=2.[H-].[Na+].[CH3:23][O:24][CH:25]([O:28][CH3:29])[CH2:26]Br. Given the product [Br:1][C:2]1[N:3]([CH2:26][CH:25]([O:28][CH3:29])[O:24][CH3:23])[C:4]2[C:9]([C:10]=1[CH:11]1[CH2:16][CH2:15][CH2:14][CH2:13][CH2:12]1)=[CH:8][CH:7]=[C:6]([C:17]([O:19][CH3:20])=[O:18])[CH:5]=2, predict the reactants needed to synthesize it.